This data is from Catalyst prediction with 721,799 reactions and 888 catalyst types from USPTO. The task is: Predict which catalyst facilitates the given reaction. (1) Reactant: [Si]([O:8][CH2:9][CH2:10][N:11]([CH:45]1[CH2:48][O:47][CH2:46]1)[C:12]([C:14]1[C:19]([O:20][CH2:21][C:22]2[CH:27]=[CH:26][CH:25]=[CH:24][CH:23]=2)=[C:18]([OH:28])[N:17]=[C:16]([CH2:29][C:30]2([C:35]3[C:44]4[C:39](=[CH:40][CH:41]=[CH:42][CH:43]=4)[CH:38]=[CH:37][CH:36]=3)[CH2:34][CH2:33][CH2:32][CH2:31]2)[N:15]=1)=[O:13])(C(C)(C)C)(C)C.[F-].C([N+](CCCC)(CCCC)CCCC)CCC.C(OCC)(=O)C.CCCCCC. Product: [OH:8][CH2:9][CH2:10][N:11]([CH:45]1[CH2:46][O:47][CH2:48]1)[C:12]([C:14]1[C:19]([O:20][CH2:21][C:22]2[CH:27]=[CH:26][CH:25]=[CH:24][CH:23]=2)=[C:18]([OH:28])[N:17]=[C:16]([CH2:29][C:30]2([C:35]3[C:44]4[C:39](=[CH:40][CH:41]=[CH:42][CH:43]=4)[CH:38]=[CH:37][CH:36]=3)[CH2:31][CH2:32][CH2:33][CH2:34]2)[N:15]=1)=[O:13]. The catalyst class is: 7. (2) Product: [CH3:1][O:2][C:3](=[O:25])[C:4]1[CH:9]=[C:8]([CH2:10][CH2:11][CH2:12][O:13][CH:14]2[CH2:19][CH2:18][CH2:17][CH2:16][O:15]2)[C:7]([C:20]([F:21])([F:23])[F:22])=[CH:6][C:5]=1[NH2:24]. Reactant: [CH3:1][O:2][C:3](=[O:25])[C:4]1[CH:9]=[C:8]([C:10]#[C:11][CH2:12][O:13][CH:14]2[CH2:19][CH2:18][CH2:17][CH2:16][O:15]2)[C:7]([C:20]([F:23])([F:22])[F:21])=[CH:6][C:5]=1[NH2:24]. The catalyst class is: 354. (3) Reactant: I[C:2]1[CH:12]=[CH:11][C:5]([C:6]([O:8][CH2:9][CH3:10])=[O:7])=[CH:4][CH:3]=1.[C:13](Cl)(=[O:18])[C:14]([CH3:17])([CH3:16])[CH3:15]. Product: [C:13]([C:2]1[CH:12]=[CH:11][C:5]([C:6]([O:8][CH2:9][CH3:10])=[O:7])=[CH:4][CH:3]=1)(=[O:18])[C:14]([CH3:17])([CH3:16])[CH3:15]. The catalyst class is: 1. (4) Product: [Br:24][C:15]1[CH:16]=[C:17]([CH2:20][C:21]([O:23][CH2:25][CH3:26])=[O:22])[CH:18]=[CH:19][C:14]=1[NH:13][C:10]([C:3]1[C:4]2[C:9](=[CH:8][CH:7]=[CH:6][CH:5]=2)[NH:1][CH:2]=1)=[O:12]. The catalyst class is: 3. Reactant: [NH:1]1[C:9]2[C:4](=[CH:5][CH:6]=[CH:7][CH:8]=2)[C:3]([C:10]([OH:12])=O)=[CH:2]1.[NH2:13][C:14]1[CH:19]=[CH:18][C:17]([CH2:20][C:21]([OH:23])=[O:22])=[CH:16][C:15]=1[Br:24].[CH3:25][CH2:26]N=C=NCCCN(C)C.Cl.O.